Dataset: Forward reaction prediction with 1.9M reactions from USPTO patents (1976-2016). Task: Predict the product of the given reaction. (1) Given the reactants [F:1][C:2]1[CH:7]=[CH:6][C:5]([C:8]([C:12]2[CH:17]=[CH:16][C:15]([F:18])=[CH:14][CH:13]=2)([NH2:11])[CH2:9][NH2:10])=[CH:4][CH:3]=1.CO[C:21]([C:23]1[CH:28]=[CH:27][CH:26]=[C:25]([C:29]#N)[CH:24]=1)=[NH:22], predict the reaction product. The product is: [C:21]([C:23]1[CH:24]=[C:25]([C:29]2[NH:10][CH2:9][C:8]([C:12]3[CH:13]=[CH:14][C:15]([F:18])=[CH:16][CH:17]=3)([C:5]3[CH:4]=[CH:3][C:2]([F:1])=[CH:7][CH:6]=3)[N:11]=2)[CH:26]=[CH:27][CH:28]=1)#[N:22]. (2) Given the reactants C(O)=O.[NH2:4][CH2:5][CH2:6][C:7]1[CH:30]=[CH:29][C:10]([NH:11][CH:12]2[CH2:17][CH2:16][N:15]([C:18]([NH:20][CH2:21][C:22]3[CH:27]=[CH:26][CH:25]=[C:24]([F:28])[CH:23]=3)=[O:19])[CH2:14][CH2:13]2)=[CH:9][CH:8]=1.C([Si]([O:48][C:49]1[CH:54]=[CH:53][C:52]([O:55][CH2:56][CH:57]2[CH2:59][O:58]2)=[CH:51][CH:50]=1)(C1C=CC=CC=1)C1C=CC=CC=1)(C)(C)C, predict the reaction product. The product is: [F:28][C:24]1[CH:23]=[C:22]([CH:27]=[CH:26][CH:25]=1)[CH2:21][NH:20][C:18]([N:15]1[CH2:14][CH2:13][CH:12]([NH:11][C:10]2[CH:9]=[CH:8][C:7]([CH2:6][CH2:5][NH:4][CH2:59][C@H:57]([OH:58])[CH2:56][O:55][C:52]3[CH:53]=[CH:54][C:49]([OH:48])=[CH:50][CH:51]=3)=[CH:30][CH:29]=2)[CH2:17][CH2:16]1)=[O:19]. (3) Given the reactants [NH2:1][CH2:2][CH2:3][CH:4]([C:6]1[CH:7]=[C:8]([CH:19]=[CH:20][CH:21]=1)[CH2:9][CH2:10][C:11]([OH:18])([CH2:15][CH2:16][CH3:17])[CH2:12][CH2:13][CH3:14])[OH:5].[CH3:22][C:23]([O:26][C:27](O[C:27]([O:26][C:23]([CH3:25])([CH3:24])[CH3:22])=[O:28])=[O:28])([CH3:25])[CH3:24], predict the reaction product. The product is: [OH:5][CH:4]([C:6]1[CH:21]=[CH:20][CH:19]=[C:8]([CH2:9][CH2:10][C:11]([OH:18])([CH2:12][CH2:13][CH3:14])[CH2:15][CH2:16][CH3:17])[CH:7]=1)[CH2:3][CH2:2][NH:1][C:27](=[O:28])[O:26][C:23]([CH3:25])([CH3:24])[CH3:22]. (4) Given the reactants [CH3:1][O:2][C:3]([C@@H:5]1[CH2:9][C@@H:8](OS(C2C=CC(C)=CC=2)(=O)=O)[CH2:7][N:6]1[S:21]([C:24]1[CH:33]=[CH:32][C:31]2[C:26](=[CH:27][CH:28]=[CH:29][CH:30]=2)[CH:25]=1)(=[O:23])=[O:22])=[O:4].[C:34]([O-:37])(=[S:36])[CH3:35].[K+], predict the reaction product. The product is: [CH3:1][O:2][C:3]([C@@H:5]1[CH2:9][C@H:8]([S:36][C:34](=[O:37])[CH3:35])[CH2:7][N:6]1[S:21]([C:24]1[CH:33]=[CH:32][C:27]2[C:26](=[CH:31][CH:30]=[CH:29][CH:28]=2)[CH:25]=1)(=[O:23])=[O:22])=[O:4]. (5) Given the reactants Br[CH2:2][C:3]1[CH:4]=[C:5]([C:11]2[S:12][CH:13]=[CH:14][CH:15]=2)[CH:6]=[CH:7][C:8]=1[O:9][CH3:10].[C:16]([O-])([O-])=[O:17].[K+].[K+].[CH2:22]([O:24][C:25]([C:27]1[CH:28]=[C:29](B(O)O)[CH:30]=[CH:31][CH:32]=1)=[O:26])[CH3:23], predict the reaction product. The product is: [CH2:22]([O:24][C:25](=[O:26])[C:27]1[CH:32]=[CH:31][CH:30]=[C:29]([C:16](=[O:17])[CH2:2][C:3]2[CH:4]=[C:5]([C:11]3[S:12][CH:13]=[CH:14][CH:15]=3)[CH:6]=[CH:7][C:8]=2[O:9][CH3:10])[CH:28]=1)[CH3:23]. (6) Given the reactants Cl[CH2:2][CH2:3][N:4]1[C:12]2[C:7](=[CH:8][C:9]([O:15][CH3:16])=[C:10]([O:13][CH3:14])[CH:11]=2)[C:6]([C:17]2[N:25]([S:26]([C:29]3[CH:34]=[CH:33][C:32]([CH3:35])=[CH:31][CH:30]=3)(=[O:28])=[O:27])[C:20]3=[N:21][CH:22]=[CH:23][CH:24]=[C:19]3[CH:18]=2)=[CH:5]1.[I-:36].[Na+], predict the reaction product. The product is: [I:36][CH2:2][CH2:3][N:4]1[C:12]2[C:7](=[CH:8][C:9]([O:15][CH3:16])=[C:10]([O:13][CH3:14])[CH:11]=2)[C:6]([C:17]2[N:25]([S:26]([C:29]3[CH:34]=[CH:33][C:32]([CH3:35])=[CH:31][CH:30]=3)(=[O:28])=[O:27])[C:20]3=[N:21][CH:22]=[CH:23][CH:24]=[C:19]3[CH:18]=2)=[CH:5]1. (7) Given the reactants [Cl:1][C:2]1[CH:3]=[CH:4][C:5]2[O:9][C:8]([CH:10]=[O:11])=[C:7]([CH3:12])[C:6]=2[CH:13]=1.[CH:14]1([Mg]Br)[CH2:19][CH2:18][CH2:17][CH2:16][CH2:15]1.[Cl-].[NH4+], predict the reaction product. The product is: [Cl:1][C:2]1[CH:3]=[CH:4][C:5]2[O:9][C:8]([CH:10]([CH:14]3[CH2:19][CH2:18][CH2:17][CH2:16][CH2:15]3)[OH:11])=[C:7]([CH3:12])[C:6]=2[CH:13]=1.